From a dataset of NCI-60 drug combinations with 297,098 pairs across 59 cell lines. Regression. Given two drug SMILES strings and cell line genomic features, predict the synergy score measuring deviation from expected non-interaction effect. (1) Drug 1: CC1=C(C(=CC=C1)Cl)NC(=O)C2=CN=C(S2)NC3=CC(=NC(=N3)C)N4CCN(CC4)CCO. Drug 2: CC12CCC3C(C1CCC2OP(=O)(O)O)CCC4=C3C=CC(=C4)OC(=O)N(CCCl)CCCl.[Na+]. Cell line: MDA-MB-435. Synergy scores: CSS=3.50, Synergy_ZIP=3.64, Synergy_Bliss=12.0, Synergy_Loewe=1.65, Synergy_HSA=3.16. (2) Drug 1: C1CCC(C1)C(CC#N)N2C=C(C=N2)C3=C4C=CNC4=NC=N3. Drug 2: CN1C(=O)N2C=NC(=C2N=N1)C(=O)N. Cell line: SF-295. Synergy scores: CSS=0.792, Synergy_ZIP=-1.85, Synergy_Bliss=-3.95, Synergy_Loewe=-2.65, Synergy_HSA=-3.10. (3) Drug 1: C1=NC2=C(N1)C(=S)N=CN2. Drug 2: CCN(CC)CCCC(C)NC1=C2C=C(C=CC2=NC3=C1C=CC(=C3)Cl)OC. Cell line: HT29. Synergy scores: CSS=33.4, Synergy_ZIP=-0.409, Synergy_Bliss=-0.554, Synergy_Loewe=-0.00647, Synergy_HSA=2.01. (4) Drug 1: CC12CCC3C(C1CCC2=O)CC(=C)C4=CC(=O)C=CC34C. Drug 2: CC=C1C(=O)NC(C(=O)OC2CC(=O)NC(C(=O)NC(CSSCCC=C2)C(=O)N1)C(C)C)C(C)C. Cell line: SF-539. Synergy scores: CSS=52.4, Synergy_ZIP=-2.46, Synergy_Bliss=-4.89, Synergy_Loewe=-9.39, Synergy_HSA=-2.70. (5) Drug 1: CC1C(C(=O)NC(C(=O)N2CCCC2C(=O)N(CC(=O)N(C(C(=O)O1)C(C)C)C)C)C(C)C)NC(=O)C3=C4C(=C(C=C3)C)OC5=C(C(=O)C(=C(C5=N4)C(=O)NC6C(OC(=O)C(N(C(=O)CN(C(=O)C7CCCN7C(=O)C(NC6=O)C(C)C)C)C)C(C)C)C)N)C. Drug 2: CC1=C(C=C(C=C1)NC(=O)C2=CC=C(C=C2)CN3CCN(CC3)C)NC4=NC=CC(=N4)C5=CN=CC=C5. Cell line: HCT-15. Synergy scores: CSS=22.9, Synergy_ZIP=-1.42, Synergy_Bliss=-1.21, Synergy_Loewe=-3.70, Synergy_HSA=-3.67. (6) Cell line: SW-620. Synergy scores: CSS=27.9, Synergy_ZIP=9.44, Synergy_Bliss=15.4, Synergy_Loewe=14.4, Synergy_HSA=14.5. Drug 1: COC1=C(C=C2C(=C1)N=CN=C2NC3=CC(=C(C=C3)F)Cl)OCCCN4CCOCC4. Drug 2: CC1C(C(CC(O1)OC2CC(OC(C2O)C)OC3=CC4=CC5=C(C(=O)C(C(C5)C(C(=O)C(C(C)O)O)OC)OC6CC(C(C(O6)C)O)OC7CC(C(C(O7)C)O)OC8CC(C(C(O8)C)O)(C)O)C(=C4C(=C3C)O)O)O)O. (7) Drug 1: CC1=C(N=C(N=C1N)C(CC(=O)N)NCC(C(=O)N)N)C(=O)NC(C(C2=CN=CN2)OC3C(C(C(C(O3)CO)O)O)OC4C(C(C(C(O4)CO)O)OC(=O)N)O)C(=O)NC(C)C(C(C)C(=O)NC(C(C)O)C(=O)NCCC5=NC(=CS5)C6=NC(=CS6)C(=O)NCCC[S+](C)C)O. Drug 2: C#CCC(CC1=CN=C2C(=N1)C(=NC(=N2)N)N)C3=CC=C(C=C3)C(=O)NC(CCC(=O)O)C(=O)O. Cell line: SNB-19. Synergy scores: CSS=20.1, Synergy_ZIP=1.80, Synergy_Bliss=4.48, Synergy_Loewe=2.26, Synergy_HSA=1.76.